Dataset: Reaction yield outcomes from USPTO patents with 853,638 reactions. Task: Predict the reaction yield, written as a fraction of the theoretical maximum amount of product (1.0 means a 100% yield; for example, 0.34 means a 34% yield). (1) The reactants are Br[C:2]1[C:3]([CH3:11])=[C:4]([C:7]([O:9][CH3:10])=[O:8])[S:5][CH:6]=1.[C:12]([O-])([O-])=O.[K+].[K+].[CH3:18][N:19]1[C:23](B2OC(C)(C)C(C)(C)O2)=[CH:22]C=N1. The catalyst is O1CCOCC1.O.C1C=CC([P]([Pd]([P](C2C=CC=CC=2)(C2C=CC=CC=2)C2C=CC=CC=2)([P](C2C=CC=CC=2)(C2C=CC=CC=2)C2C=CC=CC=2)[P](C2C=CC=CC=2)(C2C=CC=CC=2)C2C=CC=CC=2)(C2C=CC=CC=2)C2C=CC=CC=2)=CC=1. The product is [CH3:18][N:19]([CH3:12])[C:23]([C:2]1[C:3]([CH3:11])=[C:4]([C:7]([O:9][CH3:10])=[O:8])[S:5][CH:6]=1)=[CH2:22]. The yield is 0.900. (2) The reactants are [C:1]([O:5][C:6]([NH:8][C@@H:9]([CH3:14])[CH2:10][C:11]([OH:13])=[O:12])=[O:7])([CH3:4])([CH3:3])[CH3:2].[CH3:15][Si](C=[N+]=[N-])(C)C. The catalyst is C1(C)C=CC=CC=1.CO. The product is [CH3:15][O:12][C:11](=[O:13])[CH2:10][C@@H:9]([NH:8][C:6]([O:5][C:1]([CH3:4])([CH3:2])[CH3:3])=[O:7])[CH3:14]. The yield is 0.990. (3) The reactants are [F:1][C:2]1[CH:3]=[C:4]([CH:24]=[C:25]([F:31])[C:26]=1[S:27]([CH3:30])(=[O:29])=[O:28])[CH2:5][O:6][CH2:7][C@@H:8]1[CH2:10][C@@H:9]1[CH:11]1[CH2:16][CH2:15][N:14](C(OC(C)(C)C)=O)[CH2:13][CH2:12]1.[ClH:32].O1CCOCC1. The catalyst is C(Cl)Cl. The product is [ClH:32].[F:1][C:2]1[CH:3]=[C:4]([CH:24]=[C:25]([F:31])[C:26]=1[S:27]([CH3:30])(=[O:28])=[O:29])[CH2:5][O:6][CH2:7][C@@H:8]1[CH2:10][C@@H:9]1[CH:11]1[CH2:12][CH2:13][NH:14][CH2:15][CH2:16]1. The yield is 1.00. (4) The reactants are [Br:1][C:2]1[C:3](=[O:10])[N:4]([CH3:9])[C:5](=[O:8])[NH:6][N:7]=1.[S:11]1[CH:15]=[CH:14][CH:13]=[C:12]1[CH2:16][CH2:17]O.C1(P(C2C=CC=CC=2)C2C=CC=CC=2)C=CC=CC=1.CCOC(/N=N/C(OCC)=O)=O. The catalyst is C1COCC1.C1(C)C=CC=CC=1. The product is [Br:1][C:2]1[C:3](=[O:10])[N:4]([CH3:9])[C:5](=[O:8])[N:6]([CH2:17][CH2:16][C:12]2[S:11][CH:15]=[CH:14][CH:13]=2)[N:7]=1. The yield is 0.790. (5) The product is [F:11][C:12]([F:20])([F:21])[C:13]1[C:14]([C:15]([O:17][CH2:18][CH3:19])=[O:16])=[C:6]2[CH:7]=[CH:8][CH:9]=[CH:10][N:5]2[N:4]=1. The reactants are [OH-].[K+].[I-].[NH2:4][N+:5]1[CH:10]=[CH:9][CH:8]=[CH:7][CH:6]=1.[F:11][C:12]([F:21])([F:20])[C:13]#[C:14][C:15]([O:17][CH2:18][CH3:19])=[O:16]. The catalyst is O.ClCCl. The yield is 0.730. (6) The reactants are N1CCCCC1.[CH3:7][O:8][C:9]1[CH:10]=[C:11]([CH:14]=[CH:15][C:16]=1[O:17][CH2:18][C:19]#[C:20][CH2:21][CH3:22])[CH:12]=O.C([CH2:26][C:27]([NH:29][C:30]1[CH:38]=[CH:37][CH:36]=[CH:35][C:31]=1[C:32]([OH:34])=[O:33])=[O:28])(O)=O.CC(O)=O. The catalyst is C1(C)C=CC=CC=1. The product is [CH3:7][O:8][C:9]1[CH:10]=[C:11](/[CH:12]=[CH:26]/[C:27]([NH:29][C:30]2[CH:38]=[CH:37][CH:36]=[CH:35][C:31]=2[C:32]([OH:34])=[O:33])=[O:28])[CH:14]=[CH:15][C:16]=1[O:17][CH2:18][C:19]#[C:20][CH2:21][CH3:22]. The yield is 0.600. (7) The reactants are [Br:1][C:2]1[CH:3]=[C:4]2[C:10](I)=[CH:9][N:8]([S:12]([C:15]3[CH:20]=[CH:19][C:18]([CH3:21])=[CH:17][CH:16]=3)(=[O:14])=[O:13])[C:5]2=[N:6][CH:7]=1.[CH3:22][N:23]1[CH2:28][CH2:27][N:26]([CH2:29][C:30]2[CH:35]=[CH:34][C:33](B3OC(C)(C)C(C)(C)O3)=[CH:32][CH:31]=2)[CH2:25][CH2:24]1.C([O-])([O-])=O.[Na+].[Na+].CCOC(C)=O. The catalyst is CC#N.Cl[Pd](Cl)([P](C1C=CC=CC=1)(C1C=CC=CC=1)C1C=CC=CC=1)[P](C1C=CC=CC=1)(C1C=CC=CC=1)C1C=CC=CC=1. The product is [Br:1][C:2]1[CH:3]=[C:4]2[C:10]([C:33]3[CH:32]=[CH:31][C:30]([CH2:29][N:26]4[CH2:27][CH2:28][N:23]([CH3:22])[CH2:24][CH2:25]4)=[CH:35][CH:34]=3)=[CH:9][N:8]([S:12]([C:15]3[CH:20]=[CH:19][C:18]([CH3:21])=[CH:17][CH:16]=3)(=[O:14])=[O:13])[C:5]2=[N:6][CH:7]=1. The yield is 1.04. (8) The reactants are [OH:1][C:2]1[CH:3]=[C:4]([CH:9]=[C:10]([O:12][C@H:13]2[CH2:17][CH2:16][N:15]([CH3:18])[C:14]2=[O:19])[CH:11]=1)[C:5]([O:7][CH3:8])=[O:6].[N:20]1([C:24]([C:26]2[CH:31]=[CH:30][C:29](Br)=[CH:28][N:27]=2)=[O:25])[CH2:23][CH2:22][CH2:21]1.C(=O)([O-])[O-].[Cs+].[Cs+]. The catalyst is CC(N(C)C)=O. The product is [N:20]1([C:24]([C:26]2[N:27]=[CH:28][C:29]([O:1][C:2]3[CH:3]=[C:4]([CH:9]=[C:10]([O:12][C@H:13]4[CH2:17][CH2:16][N:15]([CH3:18])[C:14]4=[O:19])[CH:11]=3)[C:5]([O:7][CH3:8])=[O:6])=[CH:30][CH:31]=2)=[O:25])[CH2:23][CH2:22][CH2:21]1. The yield is 0.520. (9) The reactants are C(=O)([O-])[O-].[Cs+].[Cs+].Br[CH2:8][CH2:9][O:10][Si:11]([C:14]([CH3:17])([CH3:16])[CH3:15])([CH3:13])[CH3:12].[OH:18][C:19]1[CH:20]=[C:21]2[C:25](=[CH:26][CH:27]=1)[N:24]([C:28]([O:30][C:31]([CH3:34])([CH3:33])[CH3:32])=[O:29])[C:23]([C:35]([O:37][CH2:38][CH3:39])=[O:36])=[CH:22]2.CCOC(C)=O. The catalyst is CN(C=O)C.O. The product is [CH3:15][C:14]([Si:11]([CH3:13])([CH3:12])[O:10][CH2:9][CH2:8][O:18][C:19]1[CH:20]=[C:21]2[C:25](=[CH:26][CH:27]=1)[N:24]([C:28]([O:30][C:31]([CH3:32])([CH3:33])[CH3:34])=[O:29])[C:23]([C:35]([O:37][CH2:38][CH3:39])=[O:36])=[CH:22]2)([CH3:17])[CH3:16]. The yield is 0.840. (10) The product is [Br:1][C:2]1[CH:7]=[CH:6][C:5]([C:11]2[C:12]3[CH:17]=[CH:16][CH:15]=[CH:14][C:13]=3[S:9][CH:10]=2)=[CH:4][CH:3]=1. The reactants are [Br:1][C:2]1[CH:7]=[CH:6][C:5](I)=[CH:4][CH:3]=1.[S:9]1[C:13]2[CH:14]=[CH:15][CH:16]=[CH:17][C:12]=2[C:11](B(O)O)=[CH:10]1.C(=O)([O-])[O-].[Na+].[Na+]. The catalyst is C1(C)C=CC=CC=1.O.C1C=CC([P]([Pd]([P](C2C=CC=CC=2)(C2C=CC=CC=2)C2C=CC=CC=2)([P](C2C=CC=CC=2)(C2C=CC=CC=2)C2C=CC=CC=2)[P](C2C=CC=CC=2)(C2C=CC=CC=2)C2C=CC=CC=2)(C2C=CC=CC=2)C2C=CC=CC=2)=CC=1. The yield is 0.190.